From a dataset of Forward reaction prediction with 1.9M reactions from USPTO patents (1976-2016). Predict the product of the given reaction. (1) Given the reactants [C:1]([O:5][C:6]([NH:8][C@@H:9]([CH3:12])[CH:10]=O)=[O:7])([CH3:4])([CH3:3])[CH3:2].[CH:13]1([NH2:16])[CH2:15][CH2:14]1.[BH4-].[Na+].O, predict the reaction product. The product is: [C:1]([O:5][C:6]([NH:8][C@@H:9]([CH3:12])[CH2:10][NH:16][CH:13]1[CH2:15][CH2:14]1)=[O:7])([CH3:4])([CH3:3])[CH3:2]. (2) Given the reactants [NH2:1][C:2]1[CH:11]=[CH:10][C:9]2[C:4](=[C:5]([S:13]([NH:16][C:17]3[CH:25]=[CH:24][C:20]([C:21]([OH:23])=[O:22])=[CH:19][CH:18]=3)(=[O:15])=[O:14])[CH:6]=[C:7](Cl)[CH:8]=2)[N:3]=1, predict the reaction product. The product is: [NH2:1][C:2]1[CH:11]=[CH:10][C:9]2[C:4](=[C:5]([S:13]([NH:16][C:17]3[CH:25]=[CH:24][C:20]([C:21]([OH:23])=[O:22])=[CH:19][CH:18]=3)(=[O:15])=[O:14])[CH:6]=[CH:7][CH:8]=2)[N:3]=1. (3) Given the reactants C(NC(C)C)(C)C.C([Li])CCC.CCCCCC.[Br:19][C:20]1[CH:21]=[C:22]2[C:27](=[CH:28][CH:29]=1)[N:26]=[C:25]([CH3:30])[CH:24]=[CH:23]2.Cl[C:32]([O:34][CH2:35][CH3:36])=[O:33], predict the reaction product. The product is: [CH2:35]([O:34][C:32](=[O:33])[CH2:30][C:25]1[CH:24]=[CH:23][C:22]2[C:27](=[CH:28][CH:29]=[C:20]([Br:19])[CH:21]=2)[N:26]=1)[CH3:36]. (4) Given the reactants [NH2:1][C:2]1[C:3]([CH3:10])=[C:4]([CH:7]=[CH:8][CH:9]=1)[C:5]#[N:6].Br.Br[CH:13]([C:15]1[CH:16]=[C:17]([C:32]([N:34]([CH3:36])[CH3:35])=[O:33])[CH:18]=[C:19]2[C:24]=1[O:23][C:22]([N:25]1[CH2:30][CH2:29][O:28][CH2:27][CH2:26]1)=[CH:21][C:20]2=[O:31])[CH3:14], predict the reaction product. The product is: [C:5]([C:4]1[C:3]([CH3:10])=[C:2]([NH:1][CH:13]([C:15]2[CH:16]=[C:17]([C:32]([N:34]([CH3:36])[CH3:35])=[O:33])[CH:18]=[C:19]3[C:24]=2[O:23][C:22]([N:25]2[CH2:30][CH2:29][O:28][CH2:27][CH2:26]2)=[CH:21][C:20]3=[O:31])[CH3:14])[CH:9]=[CH:8][CH:7]=1)#[N:6].